Predict the product of the given reaction. From a dataset of Forward reaction prediction with 1.9M reactions from USPTO patents (1976-2016). (1) Given the reactants CC(OC([NH:8][C@H:9]1[CH2:13][CH2:12][N:11]([C:14]2[C:19]([C:20]([O:22][CH:23]([CH3:25])[CH3:24])=[O:21])=[CH:18][CH:17]=[CH:16][N:15]=2)[CH2:10]1)=O)(C)C.C(O)(C(F)(F)F)=O.C([O-])(O)=O.[Na+], predict the reaction product. The product is: [NH2:8][C@H:9]1[CH2:13][CH2:12][N:11]([C:14]2[C:19]([C:20]([O:22][CH:23]([CH3:25])[CH3:24])=[O:21])=[CH:18][CH:17]=[CH:16][N:15]=2)[CH2:10]1. (2) Given the reactants [ClH:1].Cl.[NH2:3][C@@H:4]1[CH2:6][C@H:5]1[C:7]1[CH:8]=[C:9]([CH:19]=[CH:20][CH:21]=1)[C:10]([NH:12][C:13]1[CH:14]=[N:15][N:16]([CH3:18])[CH:17]=1)=[O:11].C(=O)([O-])O.[Na+].[C:27]1(=O)[CH2:31][CH2:30][CH2:29][CH2:28]1, predict the reaction product. The product is: [ClH:1].[ClH:1].[CH:27]1([NH:3][C@@H:4]2[CH2:6][C@H:5]2[C:7]2[CH:8]=[C:9]([CH:19]=[CH:20][CH:21]=2)[C:10]([NH:12][C:13]2[CH:14]=[N:15][N:16]([CH3:18])[CH:17]=2)=[O:11])[CH2:31][CH2:30][CH2:29][CH2:28]1. (3) Given the reactants [CH3:1][O:2][C:3](=[O:14])[C:4]1[C:9]([N+:10]([O-:12])=[O:11])=[CH:8][CH:7]=[CH:6][C:5]=1F.[C:15]([O:19][C:20](=[O:25])[NH:21][CH2:22][CH2:23][NH2:24])([CH3:18])([CH3:17])[CH3:16].C(=O)([O-])[O-].[K+].[K+], predict the reaction product. The product is: [CH3:1][O:2][C:3](=[O:14])[C:4]1[C:9]([N+:10]([O-:12])=[O:11])=[CH:8][CH:7]=[CH:6][C:5]=1[NH:24][CH2:23][CH2:22][NH:21][C:20]([O:19][C:15]([CH3:18])([CH3:17])[CH3:16])=[O:25]. (4) The product is: [CH3:1][C:2]1[CH:3]=[C:4]2[C:10]3[CH2:11][N:12]([CH3:15])[CH2:13][CH2:14][C:9]=3[N:8]([CH2:27][CH2:26][C:23]3[CH:22]=[N:21][C:20]([C:19]([F:29])([F:18])[F:28])=[CH:25][CH:24]=3)[C:5]2=[N:6][CH:7]=1. Given the reactants [CH3:1][C:2]1[CH:3]=[C:4]2[C:10]3[CH2:11][N:12]([CH3:15])[CH2:13][CH2:14][C:9]=3[NH:8][C:5]2=[N:6][CH:7]=1.[OH-].[K+].[F:18][C:19]([F:29])([F:28])[C:20]1[CH:25]=[CH:24][C:23]([CH:26]=[CH2:27])=[CH:22][N:21]=1, predict the reaction product. (5) The product is: [C:18]([C:10]1([OH:15])[C:11]([CH3:14])([CH3:13])[CH2:12][C:4]2([O:5][CH:6]([CH3:7])[CH:2]([CH3:1])[O:3]2)[CH:8]=[C:9]1[CH3:16])#[CH:19]. Given the reactants [CH3:1][CH:2]1[CH:6]([CH3:7])[O:5][C:4]2([CH2:12][C:11]([CH3:14])([CH3:13])[C:10](=[O:15])[C:9]([CH3:16])=[CH:8]2)[O:3]1.O1CC[CH2:19][CH2:18]1, predict the reaction product. (6) Given the reactants Cl[C:2]1[N:7]=[C:6]([CH3:8])[CH:5]=[C:4]([CH3:9])[N:3]=1.[Cl:10][C:11]1[CH:16]=[CH:15][C:14](B(O)O)=[CH:13][CH:12]=1.C(=O)([O-])[O-].[K+].[K+], predict the reaction product. The product is: [Cl:10][C:11]1[CH:16]=[CH:15][C:14]([C:2]2[N:7]=[C:6]([CH3:8])[CH:5]=[C:4]([CH3:9])[N:3]=2)=[CH:13][CH:12]=1. (7) Given the reactants [Cl:1][C:2]1[C:7]([C:8]([N:10]([CH2:18][CH2:19][OH:20])[C:11]2[CH:16]=[CH:15][C:14]([I:17])=[CH:13][CH:12]=2)=[O:9])=[C:6](Cl)[N:5]=[CH:4][N:3]=1.C(=O)([O-])[O-].[K+].[K+], predict the reaction product. The product is: [Cl:1][C:2]1[C:7]2[C:8](=[O:9])[N:10]([C:11]3[CH:16]=[CH:15][C:14]([I:17])=[CH:13][CH:12]=3)[CH2:18][CH2:19][O:20][C:6]=2[N:5]=[CH:4][N:3]=1.